From a dataset of Catalyst prediction with 721,799 reactions and 888 catalyst types from USPTO. Predict which catalyst facilitates the given reaction. (1) Reactant: [CH3:1]OC(OC)N(C)C.FC(F)(F)C(O)=O.[CH3:16][N:17]([CH2:19][C:20]1[C:28]([OH:29])=[C:27]([F:30])[CH:26]=[C:25]2[C:21]=1[CH:22]=[CH:23][N:24]2[S:31]([C:34]1[CH:39]=[CH:38][CH:37]=[CH:36][CH:35]=1)(=[O:33])=[O:32])[CH3:18]. Product: [F:30][C:27]1[CH:26]=[C:25]2[C:21]([CH:22]=[CH:23][N:24]2[S:31]([C:34]2[CH:39]=[CH:38][CH:37]=[CH:36][CH:35]=2)(=[O:33])=[O:32])=[C:20]([CH2:19][N:17]([CH3:16])[CH3:18])[C:28]=1[O:29][CH3:1]. The catalyst class is: 3. (2) Reactant: [O:1]=[C:2]1[N:8]([CH:9]2[CH2:14][CH2:13][N:12]([C:15]([O:17][C@@H:18]([C:32](O)=[O:33])[CH2:19][C:20]3[CH:25]=[C:24]([C:26]([F:29])([F:28])[F:27])[C:23]([NH2:30])=[C:22]([Cl:31])[CH:21]=3)=[O:16])[CH2:11][CH2:10]2)[CH2:7][CH2:6][C:5]2[CH:35]=[CH:36][CH:37]=[CH:38][C:4]=2[NH:3]1.[N:39]1([CH:45]2[CH2:50][CH2:49][N:48](C(OCC3C=CC=CC=3)=O)[CH2:47][CH2:46]2)[CH2:44][CH2:43][NH:42][CH2:41][CH2:40]1.CN(C(ON1N=NC2C=CC=CC1=2)=[N+](C)C)C.[B-](F)(F)(F)F.C(N(CC)CC)C.C([O-])([O-])=O.[K+].[K+]. Product: [O:1]=[C:2]1[N:8]([CH:9]2[CH2:10][CH2:11][N:12]([C:15]([O:17][C@H:18]([CH2:19][C:20]3[CH:25]=[C:24]([C:26]([F:29])([F:27])[F:28])[C:23]([NH2:30])=[C:22]([Cl:31])[CH:21]=3)[C:32](=[O:33])[N:42]3[CH2:41][CH2:40][N:39]([CH:45]4[CH2:50][CH2:49][NH:48][CH2:47][CH2:46]4)[CH2:44][CH2:43]3)=[O:16])[CH2:13][CH2:14]2)[CH2:7][CH2:6][C:5]2[CH:35]=[CH:36][CH:37]=[CH:38][C:4]=2[NH:3]1. The catalyst class is: 3. (3) The catalyst class is: 6. Reactant: [F:1][C:2]1[CH:3]=[C:4]([C@H:9]2[CH2:13][CH2:12][CH2:11][N:10]2[C:14]2[CH:19]=[CH:18][N:17]3[N:20]=[CH:21][C:22]([C:23]([O:25]CC)=[O:24])=[C:16]3[N:15]=2)[C:5]([CH3:8])=[N:6][CH:7]=1.C1COCC1.CO.O.[OH-].[Li+]. Product: [F:1][C:2]1[CH:3]=[C:4]([C@H:9]2[CH2:13][CH2:12][CH2:11][N:10]2[C:14]2[CH:19]=[CH:18][N:17]3[N:20]=[CH:21][C:22]([C:23]([OH:25])=[O:24])=[C:16]3[N:15]=2)[C:5]([CH3:8])=[N:6][CH:7]=1. (4) Product: [OH:1][C:2]1[CH:10]=[CH:9][C:5]([C:6]([NH2:23])=[O:7])=[CH:4][C:3]=1[O:11][C:12]([F:15])([F:14])[F:13]. The catalyst class is: 42. Reactant: [OH:1][C:2]1[CH:10]=[CH:9][C:5]([C:6](O)=[O:7])=[CH:4][C:3]=1[O:11][C:12]([F:15])([F:14])[F:13].F[P-](F)(F)(F)(F)F.[N:23]1(O[P+](N(C)C)(N(C)C)N(C)C)C2C=CC=CC=2N=N1.O.OC1C2N=NNC=2C=CC=1.C(N(C(C)C)CC)(C)C.[Cl-].[NH4+]. (5) Reactant: C(P1(=O)OP(CCC)(=O)OP(CCC)(=O)O1)CC.C(OCC)(=O)C.[F:25][CH:26]([F:45])[C:27]1[CH:32]=[CH:31][C:30](/[CH:33]=[CH:34]/[C:35]([OH:37])=O)=[C:29]([CH2:38][N:39]2[N:43]=[N:42][C:41]([CH3:44])=[N:40]2)[CH:28]=1.Cl.[CH3:47][C:48]1[O:52][N:51]=[C:50]([CH:53]2[CH2:58][CH2:57][NH:56][CH2:55][CH2:54]2)[N:49]=1.C(=O)(O)[O-].[Na+]. Product: [F:45][CH:26]([F:25])[C:27]1[CH:32]=[CH:31][C:30](/[CH:33]=[CH:34]/[C:35]([N:56]2[CH2:55][CH2:54][CH:53]([C:50]3[N:49]=[C:48]([CH3:47])[O:52][N:51]=3)[CH2:58][CH2:57]2)=[O:37])=[C:29]([CH2:38][N:39]2[N:43]=[N:42][C:41]([CH3:44])=[N:40]2)[CH:28]=1. The catalyst class is: 2.